From a dataset of Catalyst prediction with 721,799 reactions and 888 catalyst types from USPTO. Predict which catalyst facilitates the given reaction. (1) Reactant: [CH3:1][CH:2]([CH2:7][C:8]1[CH:9]=[C:10]([CH3:14])[CH:11]=[CH:12][CH:13]=1)[CH2:3][C:4]([OH:6])=O.OS(C(F)(F)F)(=O)=O. Product: [CH3:1][CH:2]1[CH2:7][C:8]2[C:13](=[CH:12][CH:11]=[C:10]([CH3:14])[CH:9]=2)[C:4](=[O:6])[CH2:3]1. The catalyst class is: 2. (2) Reactant: [N:1]([CH2:4][CH2:5][CH2:6][OH:7])=[N+:2]=[N-:3].C(N(CC)CC)C.[S:15](Cl)([C:18]1[CH:24]=[CH:23][C:21]([CH3:22])=[CH:20][CH:19]=1)(=[O:17])=[O:16]. The catalyst class is: 4. Product: [C:21]1([CH3:22])[CH:23]=[CH:24][C:18]([S:15]([O:7][CH2:6][CH2:5][CH2:4][N:1]=[N+:2]=[N-:3])(=[O:17])=[O:16])=[CH:19][CH:20]=1. (3) Reactant: [Br:1][CH2:2][C:3]1[CH:10]=[CH:9][C:6]([CH:7]=O)=[CH:5][CH:4]=1.S(C1C=CC(C)=CC=1)(O)(=O)=O.[CH:22]1([O:27][C:28](=[O:35])[C@H:29]([CH2:31][CH:32]([CH3:34])[CH3:33])[NH2:30])[CH2:26][CH2:25][CH2:24][CH2:23]1.C(O[BH-](OC(=O)C)OC(=O)C)(=O)C.[Na+].C(OCC)(=O)C. Product: [Br:1][CH2:2][C:3]1[CH:10]=[CH:9][C:6]([CH2:7][NH:30][C@H:29]([C:28]([O:27][CH:22]2[CH2:23][CH2:24][CH2:25][CH2:26]2)=[O:35])[CH2:31][CH:32]([CH3:34])[CH3:33])=[CH:5][CH:4]=1. The catalyst class is: 68. (4) Reactant: Cl.[NH2:2][C:3]1[CH:8]=[CH:7][C:6]([N:9]2[CH2:14][CH2:13][C:12](=[O:15])[CH2:11][CH2:10]2)=[CH:5][CH:4]=1.C(N(C(C)C)CC)(C)C.[Cl:25][C:26]1[CH:27]=[C:28]([S:33](Cl)(=[O:35])=[O:34])[CH:29]=[CH:30][C:31]=1[Cl:32]. Product: [Cl:25][C:26]1[CH:27]=[C:28]([S:33]([NH:2][C:3]2[CH:8]=[CH:7][C:6]([N:9]3[CH2:10][CH2:11][C:12](=[O:15])[CH2:13][CH2:14]3)=[CH:5][CH:4]=2)(=[O:34])=[O:35])[CH:29]=[CH:30][C:31]=1[Cl:32]. The catalyst class is: 2. (5) Reactant: [CH2:1]([C:4]1[C:12]2[O:11][N:10]=[C:9]([C:13]([F:16])([F:15])[F:14])[C:8]=2[CH:7]=[CH:6][C:5]=1[O:17][CH2:18][CH2:19][CH2:20][C:21]([NH:23][C@H:24]([C:26]([OH:28])=[O:27])[CH3:25])=[O:22])[CH2:2][CH3:3].[H-].[Na+].[CH3:31]I. Product: [CH3:31][N:23]([C:21](=[O:22])[CH2:20][CH2:19][CH2:18][O:17][C:5]1[CH:6]=[CH:7][C:8]2[C:9]([C:13]([F:16])([F:15])[F:14])=[N:10][O:11][C:12]=2[C:4]=1[CH2:1][CH2:2][CH3:3])[C@H:24]([C:26]([OH:28])=[O:27])[CH3:25]. The catalyst class is: 1. (6) Reactant: [Br:1][C:2]1[CH:7]=[CH:6][C:5](B(O)O)=[C:4]([F:11])[C:3]=1[O:12][CH3:13].Br[C:15]1[N:16]=[CH:17][C:18]([NH2:21])=[N:19][CH:20]=1.CCO.C([O-])([O-])=O.[Na+].[Na+]. Product: [Br:1][C:2]1[CH:7]=[CH:6][C:5]([C:15]2[N:16]=[CH:17][C:18]([NH2:21])=[N:19][CH:20]=2)=[C:4]([F:11])[C:3]=1[O:12][CH3:13]. The catalyst class is: 206. (7) Reactant: Br[C:2]1[C:7]2[N:8]([CH3:22])[C:9]([NH:11][C:12]3[C:17]([CH3:18])=[CH:16][C:15]([Cl:19])=[CH:14][C:13]=3[O:20][CH3:21])=[N:10][C:6]=2[CH:5]=[CH:4][CH:3]=1.[Cu](C#N)[C:24]#[N:25].O. Product: [Cl:19][C:15]1[CH:16]=[C:17]([CH3:18])[C:12]([NH:11][C:9]2[N:8]([CH3:22])[C:7]3[C:2]([C:24]#[N:25])=[CH:3][CH:4]=[CH:5][C:6]=3[N:10]=2)=[C:13]([O:20][CH3:21])[CH:14]=1. The catalyst class is: 435. (8) Reactant: B.O1CCCC1.[Br:7][C:8]1[C:32]([F:33])=[CH:31][C:11]2[O:12][C:13]3[CH:30]=[CH:29][CH:28]=[CH:27][C:14]=3[C@H:15]3[C@H:20]([NH:21][C:22](=[O:25])[O:23][CH3:24])[CH2:19][CH2:18][C:17](=O)[N:16]3[C:10]=2[CH:9]=1.Cl. Product: [Br:7][C:8]1[C:32]([F:33])=[CH:31][C:11]2[O:12][C:13]3[CH:30]=[CH:29][CH:28]=[CH:27][C:14]=3[C@H:15]3[C@H:20]([NH:21][C:22](=[O:25])[O:23][CH3:24])[CH2:19][CH2:18][CH2:17][N:16]3[C:10]=2[CH:9]=1. The catalyst class is: 56. (9) Reactant: BrC1C=CC(O)=C([C:8]2[CH:17]=[CH:16][C:15]3[C:10](=[CH:11][CH:12]=[C:13]([C:18]4[N:22]([CH:23]5[CH2:28][CH2:27][CH2:26][CH2:25][CH2:24]5)[C:21]5[CH:29]=[CH:30][C:31]([C:33]([OH:35])=[O:34])=[CH:32][C:20]=5[N:19]=4)[CH:14]=3)[N:9]=2)C=1.C([C:40]1[CH:41]=[CH:42][C:43]([OH:49])=[C:44]([CH:48]=1)[C:45]([NH2:47])=[O:46])(=O)C.[OH-].[K+]. Product: [C:45]([C:44]1[CH:48]=[C:40]([C:8]2[CH:17]=[CH:16][C:15]3[C:10](=[CH:11][CH:12]=[C:13]([C:18]4[N:22]([CH:23]5[CH2:28][CH2:27][CH2:26][CH2:25][CH2:24]5)[C:21]5[CH:29]=[CH:30][C:31]([C:33]([OH:35])=[O:34])=[CH:32][C:20]=5[N:19]=4)[CH:14]=3)[N:9]=2)[CH:41]=[CH:42][C:43]=1[OH:49])(=[O:46])[NH2:47]. The catalyst class is: 8. (10) Reactant: [BH4-].[Na+].[CH:3]([C:5]1[CH:10]=[CH:9][C:8]([C:11]2[C:12]([C:17]([O:19][CH3:20])=[O:18])=[CH:13][CH:14]=[CH:15][CH:16]=2)=[CH:7][CH:6]=1)=[O:4]. Product: [OH:4][CH2:3][C:5]1[CH:10]=[CH:9][C:8]([C:11]2[C:12]([C:17]([O:19][CH3:20])=[O:18])=[CH:13][CH:14]=[CH:15][CH:16]=2)=[CH:7][CH:6]=1. The catalyst class is: 5.